Dataset: NCI-60 drug combinations with 297,098 pairs across 59 cell lines. Task: Regression. Given two drug SMILES strings and cell line genomic features, predict the synergy score measuring deviation from expected non-interaction effect. (1) Drug 1: C1=CC(=CC=C1CCC2=CNC3=C2C(=O)NC(=N3)N)C(=O)NC(CCC(=O)O)C(=O)O. Drug 2: CC1CCCC2(C(O2)CC(NC(=O)CC(C(C(=O)C(C1O)C)(C)C)O)C(=CC3=CSC(=N3)C)C)C. Cell line: SR. Synergy scores: CSS=-0.799, Synergy_ZIP=-22.2, Synergy_Bliss=-44.4, Synergy_Loewe=-44.6, Synergy_HSA=-44.2. (2) Drug 1: C1C(C(OC1N2C=C(C(=O)NC2=O)F)CO)O. Synergy scores: CSS=18.3, Synergy_ZIP=-8.88, Synergy_Bliss=-7.55, Synergy_Loewe=-79.0, Synergy_HSA=-9.06. Cell line: HCT-15. Drug 2: C(CN)CNCCSP(=O)(O)O. (3) Drug 1: CC1=C2C(C(=O)C3(C(CC4C(C3C(C(C2(C)C)(CC1OC(=O)C(C(C5=CC=CC=C5)NC(=O)OC(C)(C)C)O)O)OC(=O)C6=CC=CC=C6)(CO4)OC(=O)C)O)C)O. Drug 2: CC1=C(C(=O)C2=C(C1=O)N3CC4C(C3(C2COC(=O)N)OC)N4)N. Cell line: SN12C. Synergy scores: CSS=34.6, Synergy_ZIP=1.18, Synergy_Bliss=0.253, Synergy_Loewe=-6.16, Synergy_HSA=-2.97.